From a dataset of Peptide-MHC class II binding affinity with 134,281 pairs from IEDB. Regression. Given a peptide amino acid sequence and an MHC pseudo amino acid sequence, predict their binding affinity value. This is MHC class II binding data. The peptide sequence is HPQDGDALTLRTATN. The MHC is HLA-DQA10401-DQB10402 with pseudo-sequence HLA-DQA10401-DQB10402. The binding affinity (normalized) is 0.0774.